This data is from Reaction yield outcomes from USPTO patents with 853,638 reactions. The task is: Predict the reaction yield, written as a fraction of the theoretical maximum amount of product (1.0 means a 100% yield; for example, 0.34 means a 34% yield). The reactants are [N+:1]([C:4]1[CH:5]=[C:6]([CH:19]=[CH:20][CH:21]=1)[CH:7]=[N:8][C:9]1[CH:14]=[CH:13][C:12]([C:15]([F:18])([F:17])[F:16])=[CH:11][CH:10]=1)([O-:3])=[O:2].O.[O-]S(C(F)(F)F)(=O)=O.[Yb+3].[O-]S(C(F)(F)F)(=O)=O.[O-]S(C(F)(F)F)(=O)=O.[CH:48](=[O:52])[CH:49]([CH3:51])[CH3:50].O. The catalyst is O1CCCC1. The product is [CH3:50][C:49]1([CH3:51])[CH:48]([OH:52])[C:10]2[C:9](=[CH:14][CH:13]=[C:12]([C:15]([F:16])([F:17])[F:18])[CH:11]=2)[NH:8][CH:7]1[C:6]1[CH:19]=[CH:20][CH:21]=[C:4]([N+:1]([O-:3])=[O:2])[CH:5]=1. The yield is 0.960.